From a dataset of Reaction yield outcomes from USPTO patents with 853,638 reactions. Predict the reaction yield, written as a fraction of the theoretical maximum amount of product (1.0 means a 100% yield; for example, 0.34 means a 34% yield). The reactants are O[CH:2]=[C:3]1[C:11]2[C:6](=[CH:7][C:8]([C:12]([C:14]3[CH:19]=[CH:18][C:17]([NH:20][C:21]([C:23]4[S:24][C:25]([C:28](=[O:30])[CH3:29])=[CH:26][CH:27]=4)=[O:22])=[CH:16][CH:15]=3)=[O:13])=[CH:9][CH:10]=2)[NH:5][C:4]1=[O:31].[NH2:32][C:33]1[CH:34]=[C:35]([OH:39])[CH:36]=[CH:37][CH:38]=1. The catalyst is C1COCC1. The product is [OH:39][C:35]1[CH:34]=[C:33]([NH:32][CH:2]=[C:3]2[C:11]3[C:6](=[CH:7][C:8]([C:12]([C:14]4[CH:15]=[CH:16][C:17]([NH:20][C:21]([C:23]5[S:24][C:25]([C:28](=[O:30])[CH3:29])=[CH:26][CH:27]=5)=[O:22])=[CH:18][CH:19]=4)=[O:13])=[CH:9][CH:10]=3)[NH:5][C:4]2=[O:31])[CH:38]=[CH:37][CH:36]=1. The yield is 0.640.